Dataset: Peptide-MHC class I binding affinity with 185,985 pairs from IEDB/IMGT. Task: Regression. Given a peptide amino acid sequence and an MHC pseudo amino acid sequence, predict their binding affinity value. This is MHC class I binding data. (1) The peptide sequence is VPNYNLIIM. The MHC is HLA-B07:02 with pseudo-sequence HLA-B07:02. The binding affinity (normalized) is 0.721. (2) The peptide sequence is LYYERIHKKML. The MHC is H-2-Kd with pseudo-sequence H-2-Kd. The binding affinity (normalized) is 0.452.